From a dataset of Drug-target binding data from BindingDB using IC50 measurements. Regression. Given a target protein amino acid sequence and a drug SMILES string, predict the binding affinity score between them. We predict pIC50 (pIC50 = -log10(IC50 in M); higher means more potent). Dataset: bindingdb_ic50. (1) The small molecule is COc1ccc(-c2nc3ccc(NCc4ccc(Cl)c(Cl)c4)nc3n(CCC(N)=O)c2=O)cc1. The target protein (Q9Z122) has sequence MGKGGNQGEGSTELQAPMPTFRWEEIQKHNLRTDRWLVIDRKVYNVTKWSQRHPGGHRVIGHYSGEDATDAFRAFHLDLDFVGKFLKPLLIGELAPEEPSLDRGKSSQITEDFRALKKTAEDMNLFKTNHLFFFLLLSHIIVMESIAWFILSYFGNGWIPTVITAFVLATSQAQAGWLQHDYGHLSVYKKSIWNHIVHKFVIGHLKGASANWWNHRHFQHHAKPNIFHKDPDIKSLHVFVLGEWQPLEYGKKKLKYLPYNHQHEYFFLIGPPLLIPMYFQYQIIMTMIRRRDWVDLAWAISYYARFFYTYIPFYGILGALVFLNFIRFLESHWFVWVTQMNHIVMEIDLDHYRDWFSSQLAATCNVEQSFFNDWFSGHLNFQIEHHLFPTMPRHNLHKIAPLVKSLCAKHGIEYQEKPLLRALLDIVSSLKKSGELWLDAYLHK. The pIC50 is 7.5. (2) The drug is COc1ccc2c(c1)CCC(Cc1ccccc1Br)C2=O. The target protein (Q02318) has sequence MAALGCARLRWALRGAGRGLCPHGARAKAAIPAALPSDKATGAPGAGPGVRRRQRSLEEIPRLGQLRFFFQLFVQGYALQLHQLQVLYKAKYGPMWMSYLGPQMHVNLASAPLLEQVMRQEGKYPVRNDMELWKEHRDQHDLTYGPFTTEGHHWYQLRQALNQRLLKPAEAALYTDAFNEVIDDFMTRLDQLRAESASGNQVSDMAQLFYYFALEAICYILFEKRIGCLQRSIPEDTVTFVRSIGLMFQNSLYATFLPKWTRPVLPFWKRYLDGWNAIFSFGKKLIDEKLEDMEAQLQAAGPDGIQVSGYLHFLLASGQLSPREAMGSLPELLMAGVDTTSNTLTWALYHLSKDPEIQEALHEEVVGVVPAGQVPQHKDFAHMPLLKAVLKETLRLYPVVPTNSRIIEKEIEVDGFLFPKNTQFVFCHYVVSRDPTAFSEPESFQPHRWLRNSQPATPRIQHPFGSVPFGYGVRACLGRRIAELEMQLLLARLIQKYKVV.... The pIC50 is 7.2. (3) The compound is CC(C)(O)Cn1cc(-c2nc([C@@](C)(c3ccc(-c4cnc(N)nc4)cc3)C3CC3)no2)cn1. The target protein (P30355) has sequence MDQEAVGNVVLLALVTLISVVQNAFFAHKVEHESKAHNGRSFQRTGTLAFERVYTANQNCVDAYPTFLVVLWTAGLLCSQVPAAFAGLMYLFVRQKYFVGYLGERTQSTPGYIFGKRIILFLFLMSFAGILNHYLIFFFGSDFENYIRTVSTTISPLLLIP. The pIC50 is 5.8. (4) The drug is COc1cc(O)c2c(c1)O[C@H](c1ccc(O)cc1)CC2=O. The target protein (P59538) has sequence MTTFIPIIFSSVVVVLFVIGNFANGFIALVNSIERVKRQKISFADQILTALAVSRVGLLWVLLLNWYSTVFNPAFYSVEVRTTAYNVWAVTGHFSNWLATSLSIFYLLKIANFSNLIFLHLKRRVKSVILVMLLGPLLFLACQLFVINMKEIVRTKEYEGNLTWKIKLRSAVYLSDATVTTLGNLVPFTLTLLCFLLLICSLCKHLKKMQLHGKGSQDPSTKVHIKALQTVIFFLLLCAVYFLSIMISVWSFGSLENKPVFMFCKAIRFSYPSIHPFILIWGNKKLKQTFLSVLRQVRYWVKGEKPSSP. The pIC50 is 5.4. (5) The target protein (P42858) has sequence MATLEKLMKAFESLKSFQQQQQQQQQQQQQQQQQQQQQPPPPPPPPPPPQLPQPPPQAQPLLPQPQPPPPPPPPPPGPAVAEEPLHRPKKELSATKKDRVNHCLTICENIVAQSVRNSPEFQKLLGIAMELFLLCSDDAESDVRMVADECLNKVIKALMDSNLPRLQLELYKEIKKNGAPRSLRAALWRFAELAHLVRPQKCRPYLVNLLPCLTRTSKRPEESVQETLAAAVPKIMASFGNFANDNEIKVLLKAFIANLKSSSPTIRRTAAGSAVSICQHSRRTQYFYSWLLNVLLGLLVPVEDEHSTLLILGVLLTLRYLVPLLQQQVKDTSLKGSFGVTRKEMEVSPSAEQLVQVYELTLHHTQHQDHNVVTGALELLQQLFRTPPPELLQTLTAVGGIGQLTAAKEESGGRSRSGSIVELIAGGGSSCSPVLSRKQKGKVLLGEEEALEDDSESRSDVSSSALTASVKDEISGELAASSGVSTPGSAGHDIITEQPR.... The pIC50 is 5.2. The drug is CCCc1cc(=O)oc2cc(C)cc(OCC(=O)NC(Cc3ccc(Cl)cc3)C(=O)O)c12. (6) The drug is CCCc1nn(C)c2c(=O)[nH]c(-c3cc(S(=O)(=O)N4CCN(C)CC4)ccc3OCC)nc12. The target protein (P54827) has sequence MNLEPPKAEIRSATRVIGGPVTPRKGPPKFKQRQTRQFKSKPPKKGVQGFGDDIPGMEGLGTDITVICPWEAFNHLELHELAQYGII. The pIC50 is 7.5. (7) The small molecule is O=C(O)c1cc(-c2ccc(F)c(F)c2)ncn1. The target protein (O15229) has sequence MDSSVIQRKKVAVIGGGLVGSLQACFLAKRNFQIDVYEAREDTRVATFTRGRSINLALSHRGRQALKAVGLEDQIVSQGIPMRARMIHSLSGKKSAIPYGTKSQYILSVSRENLNKDLLTAAEKYPNVKMHFNHRLLKCNPEEGMITVLGSDKVPKDVTCDLIVGCDGAYSTVRSHLMKKPRFDYSQQYIPHGYMELTIPPKNGDYAMEPNYLHIWPRNTFMMIALPNMNKSFTCTLFMPFEEFEKLLTSNDVVDFFQKYFPDAIPLIGEKLLVQDFFLLPAQPMISVKCSSFHFKSHCVLLGDAAHAIVPFFGQGMNAGFEDCLVFDELMDKFSNDLSLCLPVFSRLRIPDDHAISDLSMYNYIEMRAHVNSSWFIFQKNMERFLHAIMPSTFIPLYTMVTFSRIRYHEAVQRWHWQKKVINKGLFFLGSLIAISSTYLLIHYMSPRSFLRLRRPWNWIAHFRNTTCFPAKAVDSLEQISNLISR. The pIC50 is 9.5.